Dataset: Full USPTO retrosynthesis dataset with 1.9M reactions from patents (1976-2016). Task: Predict the reactants needed to synthesize the given product. Given the product [O:7]=[C:2]1[NH:3][C:4](=[O:6])[C:5](=[CH:20][C:22]2[CH:40]=[CH:39][C:25]([O:26][C:27]3[C:36]4[C:31](=[CH:32][CH:33]=[CH:34][CH:35]=4)[C:30]([C:37]#[N:38])=[CH:29][CH:28]=3)=[C:24]([O:41][CH3:42])[CH:23]=2)[O:1]1, predict the reactants needed to synthesize it. The reactants are: [O:1]1[CH2:5][C:4](=[O:6])[NH:3][C:2]1=[O:7].[Li+].[Cl-].C([Li])(C)(C)C.CCCCC.[CH:20]([C:22]1[CH:40]=[CH:39][C:25]([O:26][C:27]2[C:36]3[C:31](=[CH:32][CH:33]=[CH:34][CH:35]=3)[C:30]([C:37]#[N:38])=[CH:29][CH:28]=2)=[C:24]([O:41][CH3:42])[CH:23]=1)=O.Cl.O.C1(C)C=CC(S(O)(=O)=O)=CC=1.